This data is from Full USPTO retrosynthesis dataset with 1.9M reactions from patents (1976-2016). The task is: Predict the reactants needed to synthesize the given product. (1) Given the product [N+:8]([C:3]1[CH:4]=[N:5][CH:6]=[CH:7][C:2]=1[N:11]1[CH2:16][CH2:15][CH2:14][CH:13]([CH2:17][NH:18][C:19](=[O:25])[O:20][C:21]([CH3:23])([CH3:22])[CH3:24])[CH2:12]1)([O-:10])=[O:9], predict the reactants needed to synthesize it. The reactants are: Cl[C:2]1[CH:7]=[CH:6][N:5]=[CH:4][C:3]=1[N+:8]([O-:10])=[O:9].[NH:11]1[CH2:16][CH2:15][CH2:14][CH:13]([CH2:17][NH:18][C:19](=[O:25])[O:20][C:21]([CH3:24])([CH3:23])[CH3:22])[CH2:12]1.C(N(C(C)C)CC)(C)C. (2) The reactants are: [CH:1]([N-]C(C)C)(C)C.[Li+].[CH3:9][C:10]1[C:18]2[C:13](=[N:14][CH:15]=[CH:16][CH:17]=2)[N:12]([S:19]([C:22]2[CH:27]=[CH:26][CH:25]=[CH:24][CH:23]=2)(=[O:21])=[O:20])[CH:11]=1.CI.O. Given the product [CH3:1][C:11]1[N:12]([S:19]([C:22]2[CH:27]=[CH:26][CH:25]=[CH:24][CH:23]=2)(=[O:20])=[O:21])[C:13]2=[N:14][CH:15]=[CH:16][CH:17]=[C:18]2[C:10]=1[CH3:9], predict the reactants needed to synthesize it. (3) Given the product [Br:1][C:2]1[C:3](=[O:35])[N:4]([C:25]2[CH:26]=[C:27]([C:28]([NH:37][CH2:38][CH2:39][OH:40])=[O:29])[CH:31]=[CH:32][C:33]=2[CH3:34])[C:5]([CH3:24])=[CH:6][C:7]=1[O:8][CH2:9][C:10]1[CH:15]=[CH:14][C:13]([F:16])=[CH:12][C:11]=1[CH2:17][NH:18][C:19](=[O:20])[O:21][CH2:22][CH3:23], predict the reactants needed to synthesize it. The reactants are: [Br:1][C:2]1[C:3](=[O:35])[N:4]([C:25]2[CH:26]=[C:27]([CH:31]=[CH:32][C:33]=2[CH3:34])[C:28](O)=[O:29])[C:5]([CH3:24])=[CH:6][C:7]=1[O:8][CH2:9][C:10]1[CH:15]=[CH:14][C:13]([F:16])=[CH:12][C:11]=1[CH2:17][NH:18][C:19]([O:21][CH2:22][CH3:23])=[O:20].C[N:37]1CC[O:40][CH2:39][CH2:38]1.ClC(OCC(C)C)=O. (4) Given the product [Br:1][C:2]1[CH:7]=[CH:6][N:5]2[C:8](=[O:11])[N:9]([CH2:36][O:37][CH2:38][CH2:39][Si:40]([CH3:43])([CH3:42])[CH3:41])[N:10]=[C:4]2[C:3]=1[O:12][CH3:13], predict the reactants needed to synthesize it. The reactants are: [Br:1][C:2]1[CH:7]=[CH:6][N:5]2[C:8](=[O:11])[NH:9][N:10]=[C:4]2[C:3]=1[O:12][CH3:13].BrC1C=CN2C(=O)NN=C2C=1O.CCN(C(C)C)C(C)C.Cl[CH2:36][O:37][CH2:38][CH2:39][Si:40]([CH3:43])([CH3:42])[CH3:41]. (5) Given the product [NH2:1][C:2]1[N:7]([C:8]2[CH:13]=[CH:12][C:11]([O:14][CH2:15][CH3:16])=[CH:10][CH:9]=2)[C:6]([NH:20][C:21]2[CH:26]=[CH:25][CH:24]=[CH:23][CH:22]=2)=[N:5][C:4](=[O:19])[CH:3]=1, predict the reactants needed to synthesize it. The reactants are: [NH2:1][C:2]1[N:7]([C:8]2[CH:13]=[CH:12][C:11]([O:14][CH2:15][CH3:16])=[CH:10][CH:9]=2)[C:6](SC)=[N:5][C:4](=[O:19])[CH:3]=1.[NH2:20][C:21]1[CH:26]=[CH:25][CH:24]=[CH:23][CH:22]=1.[K+].[Br-]. (6) Given the product [NH2:13][C:14]1[N:19]=[C:18]([O:1][C:2]2[CH:11]=[C:10]([CH3:12])[C:5]3[NH:6][C:7](=[O:9])[O:8][C:4]=3[CH:3]=2)[CH:17]=[C:16]([Cl:21])[N:15]=1, predict the reactants needed to synthesize it. The reactants are: [OH:1][C:2]1[CH:11]=[C:10]([CH3:12])[C:5]2[NH:6][C:7](=[O:9])[O:8][C:4]=2[CH:3]=1.[NH2:13][C:14]1[N:19]=[C:18](Cl)[CH:17]=[C:16]([Cl:21])[N:15]=1.C(=O)([O-])[O-].[K+].[K+].O.